From a dataset of Forward reaction prediction with 1.9M reactions from USPTO patents (1976-2016). Predict the product of the given reaction. (1) Given the reactants [Cl:1][C:2]1[CH:16]=[CH:15][C:5]([C:6]([N:8]2[CH2:13][CH2:12][CH2:11][C@@H:10]([NH2:14])[CH2:9]2)=[O:7])=[CH:4][CH:3]=1.[CH3:17][C:18]1[CH:26]=[CH:25][C:21]([C:22](Cl)=[O:23])=[CH:20][CH:19]=1.[OH-].[Na+], predict the reaction product. The product is: [Cl:1][C:2]1[CH:16]=[CH:15][C:5]([C:6]([N:8]2[CH2:13][CH2:12][CH2:11][C@@H:10]([NH:14][C:22](=[O:23])[C:21]3[CH:25]=[CH:26][C:18]([CH3:17])=[CH:19][CH:20]=3)[CH2:9]2)=[O:7])=[CH:4][CH:3]=1. (2) Given the reactants [CH:1]([C:3]1[S:7][C:6]([NH:8][CH:9]([CH:28]([CH3:30])[CH3:29])[C:10]([NH:12][C@@H:13]([CH2:21][C:22]2[CH:27]=[CH:26][CH:25]=[CH:24][CH:23]=2)[C:14]([O:16]C(C)(C)C)=[O:15])=[O:11])=[N:5][CH:4]=1)=[O:2].C(O)(C(F)(F)F)=O, predict the reaction product. The product is: [CH:1]([C:3]1[S:7][C:6]([NH:8][CH:9]([CH:28]([CH3:30])[CH3:29])[C:10]([NH:12][C@@H:13]([CH2:21][C:22]2[CH:27]=[CH:26][CH:25]=[CH:24][CH:23]=2)[C:14]([OH:16])=[O:15])=[O:11])=[N:5][CH:4]=1)=[O:2]. (3) Given the reactants [CH2:1]([C:3]1[O:7][C:6]([C:8]2[CH:13]=[CH:12][C:11]([C:14]([F:17])([F:16])[F:15])=[CH:10][CH:9]=2)=[N:5][C:4]=1[CH2:18][O:19][CH2:20][C@@H:21]1[CH2:26][CH2:25][CH2:24][C@H:23]([CH2:27][O:28][C:29]([CH3:38])([CH3:37])[C:30]([O:32]C(C)(C)C)=[O:31])[CH2:22]1)[CH3:2].FC(F)(F)C(O)=O, predict the reaction product. The product is: [CH2:1]([C:3]1[O:7][C:6]([C:8]2[CH:13]=[CH:12][C:11]([C:14]([F:16])([F:15])[F:17])=[CH:10][CH:9]=2)=[N:5][C:4]=1[CH2:18][O:19][CH2:20][C@@H:21]1[CH2:26][CH2:25][CH2:24][C@H:23]([CH2:27][O:28][C:29]([CH3:37])([CH3:38])[C:30]([OH:32])=[O:31])[CH2:22]1)[CH3:2]. (4) Given the reactants [Cl:1][C:2]1[CH:7]=[C:6]([CH2:8][CH2:9][NH:10][C:11]2[N:16]=[C:15]([C:17]3[CH:22]=[CH:21][CH:20]=[C:19]([CH2:23][NH:24][CH:25]([CH3:27])[CH3:26])[CH:18]=3)[CH:14]=[CH:13][N:12]=2)[CH:5]=[CH:4][C:3]=1[OH:28].[CH3:29][C:30]1[N:38]=[CH:37][CH:36]=[CH:35][C:31]=1[C:32](O)=[O:33], predict the reaction product. The product is: [Cl:1][C:2]1[CH:7]=[C:6]([CH2:8][CH2:9][NH:10][C:11]2[N:16]=[C:15]([C:17]3[CH:18]=[C:19]([CH:20]=[CH:21][CH:22]=3)[CH2:23][N:24]([CH:25]([CH3:26])[CH3:27])[C:32](=[O:33])[C:31]3[CH:35]=[CH:36][CH:37]=[N:38][C:30]=3[CH3:29])[CH:14]=[CH:13][N:12]=2)[CH:5]=[CH:4][C:3]=1[OH:28]. (5) Given the reactants C([O:3][C:4]([C:6]1[NH:7][C:8]([CH:18]=[C:19]2[C:27]3[C:22](=[CH:23][CH:24]=[CH:25][CH:26]=3)[NH:21][C:20]2=[O:28])=[C:9]([CH2:12][CH2:13][C:14]([O:16]C)=[O:15])[C:10]=1[CH3:11])=[O:5])C.[OH-].[K+].C(O)C, predict the reaction product. The product is: [C:14]([CH2:13][CH2:12][C:9]1[C:10]([CH3:11])=[C:6]([C:4]([OH:5])=[O:3])[NH:7][C:8]=1[CH:18]=[C:19]1[C:27]2[C:22](=[CH:23][CH:24]=[CH:25][CH:26]=2)[NH:21][C:20]1=[O:28])([OH:16])=[O:15]. (6) Given the reactants BrC1C=CC(NC(=CC([O-])=O)C(OC)=O)=C(OC)C=1.[CH3:20][O:21][C:22](=[O:45])[C:23]([NH:28][C:29]1[CH:34]=[C:33]([Cl:35])[CH:32]=[C:31]([Cl:36])[C:30]=1[O:37][CH2:38][C:39]1[CH:44]=[CH:43][CH:42]=[CH:41][CH:40]=1)=[CH:24][C:25]([O-:27])=O, predict the reaction product. The product is: [CH3:20][O:21][C:22]([C:23]1[CH:24]=[C:25]([OH:27])[C:34]2[C:29](=[C:30]([O:37][CH2:38][C:39]3[CH:40]=[CH:41][CH:42]=[CH:43][CH:44]=3)[C:31]([Cl:36])=[CH:32][C:33]=2[Cl:35])[N:28]=1)=[O:45].